This data is from Forward reaction prediction with 1.9M reactions from USPTO patents (1976-2016). The task is: Predict the product of the given reaction. (1) Given the reactants [NH2:1][C:2]1[CH:10]=[CH:9][C:5]2[N:6]=[CH:7][NH:8][C:4]=2[CH:3]=1.[CH2:11]([CH:18]1[CH2:23][CH2:22][N:21]([C:24](=[O:28])[C:25](O)=[O:26])[CH2:20][CH2:19]1)[C:12]1[CH:17]=[CH:16][CH:15]=[CH:14][CH:13]=1, predict the reaction product. The product is: [CH2:11]([CH:18]1[CH2:19][CH2:20][N:21]([C:24](=[O:28])[C:25]([NH:1][C:2]2[CH:10]=[CH:9][C:5]3[NH:6][CH:7]=[N:8][C:4]=3[CH:3]=2)=[O:26])[CH2:22][CH2:23]1)[C:12]1[CH:13]=[CH:14][CH:15]=[CH:16][CH:17]=1. (2) Given the reactants [F:1][S:2]([F:13])([F:12])([F:11])([F:10])[C:3]1[CH:9]=[CH:8][C:6]([NH2:7])=[CH:5][CH:4]=1.[Br-:14].[Br-].[Br-].C([N+](CCCC)(CCCC)CCCC)CCC.C([N+](CCCC)(CCCC)CCCC)CCC.C([N+](CCCC)(CCCC)CCCC)CCC.[Cl-].[NH4+], predict the reaction product. The product is: [Br:14][C:5]1[CH:4]=[C:3]([S:2]([F:10])([F:11])([F:12])([F:13])[F:1])[CH:9]=[CH:8][C:6]=1[NH2:7].